From a dataset of Forward reaction prediction with 1.9M reactions from USPTO patents (1976-2016). Predict the product of the given reaction. (1) Given the reactants C(O)(=O)C.C1([SiH3])C=CC=CC=1.C([N:15]1[N:19]=[N:18][C:17]([C:20]2[CH:25]=[CH:24][C:23]([C:26]3[CH:31]=[CH:30][C:29]([O:32][CH2:33][C:34]4[C:39]([C:40]([O:42][C:43]([CH3:46])([CH3:45])[CH3:44])=[O:41])=[C:38]([OH:47])[C:37]([C:48]([F:51])([F:50])[F:49])=[CH:36][CH:35]=4)=[CH:28][CH:27]=3)=[CH:22][CH:21]=2)=[N:16]1)C=C, predict the reaction product. The product is: [OH:47][C:38]1[C:37]([C:48]([F:51])([F:50])[F:49])=[CH:36][CH:35]=[C:34]([CH2:33][O:32][C:29]2[CH:30]=[CH:31][C:26]([C:23]3[CH:22]=[CH:21][C:20]([C:17]4[NH:18][N:19]=[N:15][N:16]=4)=[CH:25][CH:24]=3)=[CH:27][CH:28]=2)[C:39]=1[C:40]([O:42][C:43]([CH3:46])([CH3:45])[CH3:44])=[O:41]. (2) Given the reactants [Cl:1][C:2]1[N:7]=[C:6]([CH3:8])[N:5]=[C:4]([NH:9][C:10]2[S:11][C:12]([C:15]([OH:17])=O)=[CH:13][N:14]=2)[CH:3]=1.[NH2:18][C:19]1[CH:20]=[C:21]([NH:26][C:27](=[O:38])[C:28]2[CH:33]=[CH:32][CH:31]=[C:30]([C:34]([F:37])([F:36])[F:35])[CH:29]=2)[CH:22]=[CH:23][C:24]=1[CH3:25].C(N(C(C)C)CC)(C)C.F[P-](F)(F)(F)(F)F.N1(OC(N(C)C)=[N+](C)C)C2N=CC=CC=2N=N1, predict the reaction product. The product is: [CH3:25][C:24]1[CH:23]=[CH:22][C:21]([NH:26][C:27](=[O:38])[C:28]2[CH:33]=[CH:32][CH:31]=[C:30]([C:34]([F:35])([F:36])[F:37])[CH:29]=2)=[CH:20][C:19]=1[NH:18][C:15]([C:12]1[S:11][C:10]([NH:9][C:4]2[CH:3]=[C:2]([Cl:1])[N:7]=[C:6]([CH3:8])[N:5]=2)=[N:14][CH:13]=1)=[O:17]. (3) Given the reactants CC(N=P(N1CCCC1)(N1CCCC1)N1CCCC1)(C)C.[CH3:22][N:23]1[CH2:28][CH2:27][N:26]([C:29]2[CH:34]=[CH:33][C:32]([NH:35][CH:36]=[O:37])=[C:31]([O:38][CH:39]([CH3:41])[CH3:40])[CH:30]=2)[CH2:25][CH2:24]1.[F:42][C:43]1[CH:44]=[CH:45][C:46]([O:66][CH3:67])=[C:47]([C:49]2[C:53]3[N:54]=[C:55](S(C)(=O)=O)[N:56]=[CH:57][C:52]=3[S:51][C:50]=2[C:62]([O:64][CH3:65])=[O:63])[CH:48]=1, predict the reaction product. The product is: [CH:36]([N:35]([C:32]1[CH:33]=[CH:34][C:29]([N:26]2[CH2:25][CH2:24][N:23]([CH3:22])[CH2:28][CH2:27]2)=[CH:30][C:31]=1[O:38][CH:39]([CH3:41])[CH3:40])[C:55]1[N:56]=[CH:57][C:52]2[S:51][C:50]([C:62]([O:64][CH3:65])=[O:63])=[C:49]([C:47]3[CH:48]=[C:43]([F:42])[CH:44]=[CH:45][C:46]=3[O:66][CH3:67])[C:53]=2[N:54]=1)=[O:37].